Predict which catalyst facilitates the given reaction. From a dataset of Catalyst prediction with 721,799 reactions and 888 catalyst types from USPTO. (1) Reactant: [ClH:1].O1CCOCC1.C(OC(=O)[NH:14][CH:15]([C:33]1[CH:38]=[CH:37][C:36]([C:39]#[N:40])=[CH:35][C:34]=1[S:41][CH3:42])[C:16]1[C:20](=[O:21])[CH2:19][CH2:18][C:17]=1[NH:22][C:23]1[CH:28]=[CH:27][CH:26]=[C:25]([C:29]([F:32])([F:31])[F:30])[CH:24]=1)(C)(C)C. Product: [ClH:1].[NH2:14][CH:15]([C:16]1[C:20](=[O:21])[CH2:19][CH2:18][C:17]=1[NH:22][C:23]1[CH:28]=[CH:27][CH:26]=[C:25]([C:29]([F:32])([F:30])[F:31])[CH:24]=1)[C:33]1[CH:38]=[CH:37][C:36]([C:39]#[N:40])=[CH:35][C:34]=1[S:41][CH3:42]. The catalyst class is: 10. (2) Reactant: [OH:1][C:2]1[CH:3]=[C:4]2[C:9](=[CH:10][CH:11]=1)[C:8](=[O:12])[CH2:7][CH2:6][CH2:5]2.[C:13]([O:18][CH2:19][CH3:20])(=[O:17])[C:14]([O-])=[O:15].C[Si]([N-][Si](C)(C)C)(C)C.[Li+]. Product: [OH:1][C:2]1[CH:3]=[C:4]2[C:9](=[CH:10][CH:11]=1)[C:8](=[O:12])[CH:7]([C:14](=[O:15])[C:13]([O:18][CH2:19][CH3:20])=[O:17])[CH2:6][CH2:5]2. The catalyst class is: 1.